From a dataset of Reaction yield outcomes from USPTO patents with 853,638 reactions. Predict the reaction yield, written as a fraction of the theoretical maximum amount of product (1.0 means a 100% yield; for example, 0.34 means a 34% yield). The reactants are N([O-])=[O:2].[Na+].N[C:6]1[CH:15]=[C:14]2[C:9]([C:10](=[O:16])[NH:11][CH:12]=[N:13]2)=[CH:8][CH:7]=1. The catalyst is O.S(=O)(=O)(O)O.O. The product is [OH:2][C:6]1[CH:15]=[C:14]2[C:9]([C:10](=[O:16])[NH:11][CH:12]=[N:13]2)=[CH:8][CH:7]=1. The yield is 0.760.